From a dataset of Full USPTO retrosynthesis dataset with 1.9M reactions from patents (1976-2016). Predict the reactants needed to synthesize the given product. (1) Given the product [CH:10]1[C:5]2[C:4]3[C:5]([C:4]4[C:19]([C:18]=2[CH:17]=[CH:16][CH:15]=1)=[CH:20][CH:21]=[CH:22][CH:9]=4)=[CH:6][CH:7]=[C:8]1[C:3]=3[CH:8]=[CH:7][CH:1]=[CH:3]1, predict the reactants needed to synthesize it. The reactants are: [CH:1]([C:3]1[CH:8]=[CH:7][CH:6]=[CH:5][C:4]=1[C:9]1[C:10]2[C:15]([C:16]3[CH:17]=[CH:18][CH:19]=[CH:20][C:21]=3[CH:22]=1)=CC=CC=2)=O.C(=O)([O-])[O-].[K+].[K+]. (2) The reactants are: [F:1][C:2]1[CH:9]=[CH:8][C:5]([CH2:6][NH2:7])=[CH:4][CH:3]=1.[CH3:10][N:11]1[CH2:16][CH2:15][C:14](=O)[CH2:13][CH2:12]1.C(O[BH-](OC(=O)C)OC(=O)C)(=O)C.[OH-].[Na+]. Given the product [F:1][C:2]1[CH:9]=[CH:8][C:5]([CH2:6][NH:7][CH:14]2[CH2:15][CH2:16][N:11]([CH3:10])[CH2:12][CH2:13]2)=[CH:4][CH:3]=1, predict the reactants needed to synthesize it. (3) Given the product [CH2:1]([N:8]1[CH2:13][C@H:12]([CH2:14][Cl:15])[C@@H:11]([OH:16])[C@H:10]([OH:19])[CH2:9]1)[C:2]1[CH:3]=[CH:4][CH:5]=[CH:6][CH:7]=1, predict the reactants needed to synthesize it. The reactants are: [CH2:1]([N:8]1[CH2:13][C@H:12]([CH2:14][Cl:15])[C@H:11]2[O:16][C@@](OC)(C)[C@](OC)(C)[O:19][C@@H:10]2[CH2:9]1)[C:2]1[CH:7]=[CH:6][CH:5]=[CH:4][CH:3]=1.FC(F)(F)C(O)=O. (4) Given the product [CH2:1]([N:8]([CH2:28][C:29]([CH2:31][I:34])=[CH2:30])[C@@H:9]([CH2:20][C:21]([O:23][C:24]([CH3:27])([CH3:26])[CH3:25])=[O:22])[C:10]([O:12][CH2:13][C:14]1[CH:19]=[CH:18][CH:17]=[CH:16][CH:15]=1)=[O:11])[C:2]1[CH:7]=[CH:6][CH:5]=[CH:4][CH:3]=1, predict the reactants needed to synthesize it. The reactants are: [CH2:1]([N:8]([CH2:28][C:29]([CH2:31]Cl)=[CH2:30])[C@@H:9]([CH2:20][C:21]([O:23][C:24]([CH3:27])([CH3:26])[CH3:25])=[O:22])[C:10]([O:12][CH2:13][C:14]1[CH:19]=[CH:18][CH:17]=[CH:16][CH:15]=1)=[O:11])[C:2]1[CH:7]=[CH:6][CH:5]=[CH:4][CH:3]=1.[Na+].[I-:34].